Dataset: Reaction yield outcomes from USPTO patents with 853,638 reactions. Task: Predict the reaction yield, written as a fraction of the theoretical maximum amount of product (1.0 means a 100% yield; for example, 0.34 means a 34% yield). The reactants are [CH:1]1([C:7]([N:9]([CH3:37])[CH2:10][CH2:11][O:12][C:13]2[CH:18]=[CH:17][C:16]([CH2:19][C@H:20]([NH:25][C:26]3[S:27][CH:28]=[C:29]([C:31]4[CH:36]=[CH:35][CH:34]=[CH:33][CH:32]=4)[N:30]=3)[C:21]([O:23]C)=[O:22])=[CH:15][CH:14]=2)=[O:8])[CH2:6][CH2:5][CH2:4][CH2:3][CH2:2]1.[Li+].[OH-].O. The product is [CH:1]1([C:7]([N:9]([CH3:37])[CH2:10][CH2:11][O:12][C:13]2[CH:18]=[CH:17][C:16]([CH2:19][C@H:20]([NH:25][C:26]3[S:27][CH:28]=[C:29]([C:31]4[CH:36]=[CH:35][CH:34]=[CH:33][CH:32]=4)[N:30]=3)[C:21]([OH:23])=[O:22])=[CH:15][CH:14]=2)=[O:8])[CH2:6][CH2:5][CH2:4][CH2:3][CH2:2]1. The yield is 0.420. The catalyst is C1COCC1.CO.O.